From a dataset of Reaction yield outcomes from USPTO patents with 853,638 reactions. Predict the reaction yield, written as a fraction of the theoretical maximum amount of product (1.0 means a 100% yield; for example, 0.34 means a 34% yield). (1) The reactants are [C:1]([NH2:10])(=[O:9])[C:2]1[C:3](=[CH:5][CH:6]=[CH:7][CH:8]=1)[OH:4].[CH3:11][C:12]([CH3:14])=O. The catalyst is S(=O)(=O)(O)O. The product is [CH3:11][C:12]1([CH3:14])[NH:10][C:1](=[O:9])[C:2]2[CH:8]=[CH:7][CH:6]=[CH:5][C:3]=2[O:4]1. The yield is 0.470. (2) The reactants are [C:1]([O:5][C:6]1[CH:10]=[CH:9][C-:8]([CH2:11][CH3:12])[CH:7]=1)(=[O:4])[CH:2]=[CH2:3].[CH-:13]1[CH:17]=[CH:16][CH:15]=[CH:14]1.[Fe+2:18].C([O-])=O.[NH4+]. The catalyst is CO.[Pd].CCOC(C)=O.C([O-])(O)=O.[Na+]. The product is [C:1]([O:5][C:6]1[CH:10]=[CH:9][C-:8]([CH2:11][CH3:12])[CH:7]=1)(=[O:4])[CH2:2][CH3:3].[CH-:13]1[CH:17]=[CH:16][CH:15]=[CH:14]1.[Fe+2:18]. The yield is 0.730. (3) The reactants are [Br:1][C:2]1[CH:3]=[CH:4][C:5]([N:8]=[CH:9][N:10](C)C)=[N:6][CH:7]=1.N1C=CC=CC=1.NOS(O)(=O)=O. The catalyst is CO. The product is [Br:1][C:2]1[CH:3]=[CH:4][C:5]2[N:6]([N:10]=[CH:9][N:8]=2)[CH:7]=1. The yield is 0.720. (4) The reactants are [H-].[Na+].[CH2:3]([C@@H:8]([C@@H:11]([OH:13])[CH3:12])[CH2:9][OH:10])[CH2:4][CH:5]([CH3:7])[CH3:6].Br[CH2:15][CH:16]=[CH2:17].CN(C=O)C. The catalyst is C1COCC1. The product is [CH2:17]([O:10][CH2:9][C@@H:8]([CH2:3][CH2:4][CH:5]([CH3:7])[CH3:6])[C@@H:11]([OH:13])[CH3:12])[CH:16]=[CH2:15]. The yield is 0.440. (5) The product is [Br:1][C:2]1[CH:7]=[C:6]([CH2:8][S:20][CH2:19][CH3:18])[CH:5]=[CH:4][C:3]=1[O:10][CH2:11][C:12]([F:15])([F:14])[F:13]. The catalyst is C(Cl)Cl. The reactants are [Br:1][C:2]1[CH:7]=[C:6]([CH2:8]Cl)[CH:5]=[CH:4][C:3]=1[O:10][CH2:11][C:12]([F:15])([F:14])[F:13].[Na+].[I-].[CH3:18][CH2:19][SH:20].O. The yield is 0.968. (6) The reactants are [I:1][C:2]1[N:3]=[CH:4][NH:5][C:6]=1[I:7].[H-].[Na+].[CH3:10][Si:11]([CH3:18])([CH3:17])[CH2:12][CH2:13][O:14][CH2:15]Cl.O. The catalyst is CN(C=O)C.CCOC(C)=O. The product is [I:1][C:2]1[N:3]=[CH:4][N:5]([CH2:15][O:14][CH2:13][CH2:12][Si:11]([CH3:18])([CH3:17])[CH3:10])[C:6]=1[I:7]. The yield is 0.664. (7) The reactants are [CH3:1][C:2]1[CH:7]=[CH:6][CH:5]=[C:4]([CH3:8])[C:3]=1[OH:9].C(NCCNC(C)C)(C)C.[Cl:20][CH2:21][C:22](Cl)=[O:23].CCOC(C)=O. The catalyst is ClCCl. The product is [CH3:1][C:2]1[CH:7]=[CH:6][CH:5]=[C:4]([CH3:8])[C:3]=1[O:9][C:22](=[O:23])[CH2:21][Cl:20]. The yield is 0.946. (8) The reactants are [NH2:1][C:2]1[NH:3][C:4](=[O:20])[C:5]2[N:6]=[CH:7][N:8]([C@H]3[C@@H](O)[C@@H](O)[C@H](CO)O3)[C:9]=2[N:10]=1.Br[CH2:22][C:23]1[CH:28]=[CH:27][CH:26]=[CH:25][CH:24]=1.Cl. The catalyst is CS(C)=O. The product is [NH2:1][C:2]1[NH:3][C:4](=[O:20])[C:5]2[N:6]([CH2:22][C:23]3[CH:28]=[CH:27][CH:26]=[CH:25][CH:24]=3)[CH:7]=[N:8][C:9]=2[N:10]=1. The yield is 0.742. (9) The reactants are [F:1][C:2]1[CH:7]=[C:6]([C:8]2[N:13]=[C:12]3[N:14]([CH2:17][C:18]4[CH:19]=[C:20]5[C:25](=[CH:26][CH:27]=4)[N:24]=[CH:23][CH:22]=[CH:21]5)[N:15]=[N:16][C:11]3=[CH:10][CH:9]=2)[CH:5]=[CH:4][C:3]=1[NH:28][CH2:29][CH2:30][C:31]([O:33]C)=[O:32].[OH-].[Li+].Cl. The catalyst is CO.O. The product is [F:1][C:2]1[CH:7]=[C:6]([C:8]2[N:13]=[C:12]3[N:14]([CH2:17][C:18]4[CH:19]=[C:20]5[C:25](=[CH:26][CH:27]=4)[N:24]=[CH:23][CH:22]=[CH:21]5)[N:15]=[N:16][C:11]3=[CH:10][CH:9]=2)[CH:5]=[CH:4][C:3]=1[NH:28][CH2:29][CH2:30][C:31]([OH:33])=[O:32]. The yield is 0.680.